From a dataset of CYP3A4 inhibition data for predicting drug metabolism from PubChem BioAssay. Regression/Classification. Given a drug SMILES string, predict its absorption, distribution, metabolism, or excretion properties. Task type varies by dataset: regression for continuous measurements (e.g., permeability, clearance, half-life) or binary classification for categorical outcomes (e.g., BBB penetration, CYP inhibition). Dataset: cyp3a4_veith. (1) The compound is Nc1ncnc2c1ncn2[C@@H]1O[C@H]2COP(=O)(O)O[C@@H]2[C@@H]1O. The result is 0 (non-inhibitor). (2) The drug is CN1CCN(C(=O)c2ccc(-n3cccc3)cc2)CC1. The result is 0 (non-inhibitor). (3) The compound is CN(C)CCCc1cccnc1. The result is 0 (non-inhibitor). (4) The compound is O=C(c1cc(C(F)(F)F)cc(C(F)(F)F)c1)N1CCC2(CC1)CN(c1ccccn1)C2. The result is 0 (non-inhibitor). (5) The molecule is COCCn1c(=O)c(-c2cccs2)nc2cnc(N(C)C)nc21. The result is 1 (inhibitor). (6) The molecule is CCOC(=O)CCN1C(=O)[C@H]2CC[C@@H]3/C(=N\OC[C@@H](O)COCc4ccco4)C[C@@H](O)[C@@H](O)[C@@H]3[C@@H]2C1=O. The result is 0 (non-inhibitor). (7) The compound is O=c1/c(=C\c2ccc(O)cc2)sc2n1C(c1ccccc1)C(c1ccccc1)=NN=2. The result is 0 (non-inhibitor). (8) The molecule is N#C/C(=C/c1ccc(N2CCCC2)c([N+](=O)[O-])c1)c1nc2ccccc2[nH]1. The result is 1 (inhibitor). (9) The drug is COc1cccc(-c2nccc(NCc3ccccc3OC)n2)c1. The result is 1 (inhibitor). (10) The compound is CCCCCCN(CCCCCC)C(=O)Cc1c(-c2ccc(Cl)cc2)[nH]c2ccc(Cl)cc12. The result is 1 (inhibitor).